The task is: Predict the reactants needed to synthesize the given product.. This data is from Full USPTO retrosynthesis dataset with 1.9M reactions from patents (1976-2016). (1) Given the product [N+:8]([C:5]1[CH:6]=[CH:7][C:2]([CH:15]([C:14]([O:13][CH2:11][CH3:12])=[O:21])[C:16]([O:18][CH2:19][CH3:20])=[O:17])=[N:3][CH:4]=1)([O-:10])=[O:9], predict the reactants needed to synthesize it. The reactants are: Br[C:2]1[CH:7]=[CH:6][C:5]([N+:8]([O-:10])=[O:9])=[CH:4][N:3]=1.[CH2:11]([O:13][C:14](=[O:21])[CH2:15][C:16]([O:18][CH2:19][CH3:20])=[O:17])[CH3:12].N1C=CC=CC=1C(O)=O.O. (2) Given the product [CH2:11]([O:13][C:14](=[O:26])[CH2:15][C@H:16]1[C:24]2[C:19](=[CH:20][C:21]([O:9][CH2:8][CH2:7][C:5]3[N:6]=[C:2]([Br:1])[S:3][C:4]=3[CH3:10])=[CH:22][CH:23]=2)[CH2:18][CH2:17]1)[CH3:12], predict the reactants needed to synthesize it. The reactants are: [Br:1][C:2]1[S:3][C:4]([CH3:10])=[C:5]([CH2:7][CH2:8][OH:9])[N:6]=1.[CH2:11]([O:13][C:14](=[O:26])[CH2:15][C@H:16]1[C:24]2[C:19](=[CH:20][C:21](O)=[CH:22][CH:23]=2)[CH2:18][CH2:17]1)[CH3:12].C1C=CC(P(C2C=CC=CC=2)C2C=CC=CC=2)=CC=1.C1CCN(C(N=NC(N2CCCCC2)=O)=O)CC1. (3) Given the product [CH3:1][C:2]1([CH3:29])[CH2:5][CH:4]([CH:6]([NH:18][C:19]2[CH:20]=[N:21][C:22]3[C:27]([CH:28]=2)=[CH:26][CH:25]=[CH:24][CH:23]=3)[C:7]2[CH:8]=[CH:9][C:10]([C:11]([OH:13])=[O:12])=[CH:16][CH:17]=2)[CH2:3]1, predict the reactants needed to synthesize it. The reactants are: [CH3:1][C:2]1([CH3:29])[CH2:5][CH:4]([CH:6]([NH:18][C:19]2[CH:20]=[N:21][C:22]3[C:27]([CH:28]=2)=[CH:26][CH:25]=[CH:24][CH:23]=3)[C:7]2[CH:17]=[CH:16][C:10]([C:11]([O:13]CC)=[O:12])=[CH:9][CH:8]=2)[CH2:3]1.O1CCCC1.[OH-].[Na+].Cl. (4) Given the product [C:1]1([CH:7]2[CH2:8][NH:9][CH2:10][CH2:11][NH:12]2)[CH:2]=[CH:3][CH:4]=[CH:5][CH:6]=1, predict the reactants needed to synthesize it. The reactants are: [C:1]1([CH:7]2[NH:12][C:11](=O)[CH2:10][NH:9][C:8]2=O)[CH:6]=[CH:5][CH:4]=[CH:3][CH:2]=1.[H-].[Al+3].[Li+].[H-].[H-].[H-]. (5) Given the product [CH2:20]([O:22][C:23](=[O:33])[C:24]1[CH:29]=[CH:28][C:27]([O:8][C:5]2[CH:6]=[CH:7][C:2]([Br:1])=[C:3]([CH:9]3[O:10][CH2:11][CH2:12][O:13]3)[CH:4]=2)=[CH:26][C:25]=1[O:31][CH3:32])[CH3:21], predict the reactants needed to synthesize it. The reactants are: [Br:1][C:2]1[CH:7]=[CH:6][C:5]([OH:8])=[CH:4][C:3]=1[CH:9]1[O:13][CH2:12][CH2:11][O:10]1.C(=O)([O-])[O-].[K+].[K+].[CH2:20]([O:22][C:23](=[O:33])[C:24]1[CH:29]=[CH:28][C:27](F)=[CH:26][C:25]=1[O:31][CH3:32])[CH3:21].